This data is from Catalyst prediction with 721,799 reactions and 888 catalyst types from USPTO. The task is: Predict which catalyst facilitates the given reaction. Reactant: CS(O[C:6]1[CH:11]=[CH:10][CH:9]=[C:8]([C:12]2[S:13][C:14]3[CH:22]=[CH:21][CH:20]=[CH:19][C:15]=3[C:16](=[O:18])[N:17]=2)[N:7]=1)(=O)=O.[CH2:23]([N:25]([CH2:28][CH3:29])[CH2:26][CH3:27])C.N1CCCC[CH2:31]1.C(OCC)(=O)C. Product: [N:25]1([CH2:23][C:6]2[N:7]=[C:8]([C:12]3[S:13][C:14]4[CH:22]=[CH:21][CH:20]=[CH:19][C:15]=4[C:16](=[O:18])[N:17]=3)[CH:9]=[CH:10][CH:11]=2)[CH2:28][CH2:29][CH2:31][CH2:27][CH2:26]1. The catalyst class is: 18.